Predict the reactants needed to synthesize the given product. From a dataset of Full USPTO retrosynthesis dataset with 1.9M reactions from patents (1976-2016). (1) Given the product [F:21][C@@H:19]1[CH2:20][N:16]([C:14](=[O:15])[CH2:13][NH:12][C:7]23[CH2:8][CH2:9][C:4]([C:1]([NH:24][C:25]4[CH:30]=[CH:29][C:28]([CH2:31][CH2:32][OH:33])=[CH:27][CH:26]=4)=[O:3])([CH2:11][CH2:10]2)[CH2:5][CH2:6]3)[C@H:17]([C:22]#[N:23])[CH2:18]1, predict the reactants needed to synthesize it. The reactants are: [C:1]([C:4]12[CH2:11][CH2:10][C:7]([NH:12][CH2:13][C:14]([N:16]3[CH2:20][C@@H:19]([F:21])[CH2:18][C@H:17]3[C:22]#[N:23])=[O:15])([CH2:8][CH2:9]1)[CH2:6][CH2:5]2)([OH:3])=O.[NH2:24][C:25]1[CH:30]=[CH:29][C:28]([CH2:31][CH2:32][OH:33])=[CH:27][CH:26]=1. (2) Given the product [CH3:1][C:2]([C:3]1[N:13]2[CH2:12][CH2:17][CH:16]([C:18]3[O:22][N:21]=[C:20]([C:23]4[CH:28]=[CH:27][CH:26]=[CH:25][CH:24]=4)[N:19]=3)[CH2:15][C:14]2=[N:6][N:5]=1)([CH3:9])[CH2:7][CH3:8], predict the reactants needed to synthesize it. The reactants are: [CH3:1][C:2]([CH3:9])([CH2:7][CH3:8])[C:3]([NH:5][NH2:6])=O.CO[C:12]1[CH2:17][CH:16]([C:18]2[O:22][N:21]=[C:20]([C:23]3[CH:28]=[CH:27][CH:26]=[CH:25][CH:24]=3)[N:19]=2)[CH2:15][CH2:14][N:13]=1.C(=O)(O)[O-].[Na+]. (3) Given the product [Cl:1][C:2]1[CH:3]=[C:4]2[C:8](=[CH:9][CH:10]=1)[NH:7][CH:6]=[C:5]2[CH2:11][CH2:12][NH:13][C:14]([C:15]1[C:16]([C:28]2[CH:29]=[CH:30][C:25]([O:24][CH3:23])=[CH:26][CH:27]=2)=[CH:17][CH:18]=[CH:19][CH:20]=1)=[O:22], predict the reactants needed to synthesize it. The reactants are: [Cl:1][C:2]1[CH:3]=[C:4]2[C:8](=[CH:9][CH:10]=1)[NH:7][CH:6]=[C:5]2[CH2:11][CH2:12][NH:13][C:14](=[O:22])[C:15]1[CH:20]=[CH:19][CH:18]=[CH:17][C:16]=1I.[CH3:23][O:24][C:25]1[CH:30]=[CH:29][C:28](B(O)O)=[CH:27][CH:26]=1.C(=O)([O-])[O-].[Na+].[Na+]. (4) Given the product [NH2:11][C@@H:12]([CH2:17][C:18]1[CH:19]=[C:20]2[C:24](=[CH:25][CH:26]=1)[NH:23][CH:22]=[CH:21]2)[C:13]([O:15][CH3:16])=[O:14], predict the reactants needed to synthesize it. The reactants are: C(OC([NH:11][C@@H:12]([CH2:17][C:18]1[CH:19]=[C:20]2[C:24](=[CH:25][CH:26]=1)[NH:23][CH:22]=[CH:21]2)[C:13]([O:15][CH3:16])=[O:14])=O)C1C=CC=CC=1. (5) The reactants are: [C:1]([OH:7])([C:3]([F:6])([F:5])[F:4])=[O:2].C([SiH](C(C)C)C(C)C)(C)C.[NH:18]([C:56]([CH2:58][CH2:59][CH2:60][CH2:61][CH2:62][CH2:63][CH2:64][CH2:65][CH2:66][CH2:67][CH2:68][CH2:69][CH2:70][CH2:71][CH3:72])=[O:57])[CH2:19][C:20]([NH:22][C@H:23]([C:49]([O:51]C(C)(C)C)=[O:50])[CH2:24][C:25]1[N:29]=[CH:28][N:27](C(C2C=CC=CC=2)(C2C=CC=CC=2)C2C=CC=CC=2)[CH:26]=1)=[O:21]. Given the product [NH:18]([C:56]([CH2:58][CH2:59][CH2:60][CH2:61][CH2:62][CH2:63][CH2:64][CH2:65][CH2:66][CH2:67][CH2:68][CH2:69][CH2:70][CH2:71][CH3:72])=[O:57])[CH2:19][C:20]([NH:22][C@H:23]([C:49]([OH:51])=[O:50])[CH2:24][C:25]1[N:29]=[CH:28][NH:27][CH:26]=1)=[O:21].[F:4][C:3]([C:1]([OH:7])=[O:2])([F:6])[F:5], predict the reactants needed to synthesize it. (6) Given the product [CH3:1][N:2]([O:21][CH3:22])[C:3](=[O:20])[CH2:4][C@@H:5]1[CH2:10][CH2:9][NH:8][CH2:7][C@@H:6]1[CH:18]=[CH2:19], predict the reactants needed to synthesize it. The reactants are: [CH3:1][N:2]([O:21][CH3:22])[C:3](=[O:20])[CH2:4][C@@H:5]1[CH2:10][CH2:9][N:8](C(OC(C)(C)C)=O)[CH2:7][C@@H:6]1[CH:18]=[CH2:19].FC(F)(F)C(O)=O. (7) Given the product [C:1]([NH:5][C:6]([C:8]1[C:16]2[C:11](=[N:12][CH:13]=[C:14]([NH:17][C:18]3[CH:19]=[N:20][N:21]([CH3:23])[CH:22]=3)[N:15]=2)[NH:10][CH:9]=1)=[O:7])([CH3:4])([CH3:3])[CH3:2], predict the reactants needed to synthesize it. The reactants are: [C:1]([NH:5][C:6]([C:8]1[C:16]2[C:11](=[N:12][CH:13]=[C:14]([NH:17][C:18]3[CH:19]=[N:20][N:21]([CH3:23])[CH:22]=3)[N:15]=2)[N:10](COCC[Si](C)(C)C)[CH:9]=1)=[O:7])([CH3:4])([CH3:3])[CH3:2].FC(F)(F)C(O)=O.